Dataset: Peptide-MHC class I binding affinity with 185,985 pairs from IEDB/IMGT. Task: Regression. Given a peptide amino acid sequence and an MHC pseudo amino acid sequence, predict their binding affinity value. This is MHC class I binding data. (1) The peptide sequence is QDFTEVQLGI. The MHC is Mamu-B01 with pseudo-sequence Mamu-B01. The binding affinity (normalized) is 0.0419. (2) The peptide sequence is EEMATKADY. The MHC is HLA-A24:02 with pseudo-sequence HLA-A24:02. The binding affinity (normalized) is 0.0847. (3) The MHC is Mamu-A02 with pseudo-sequence Mamu-A02. The binding affinity (normalized) is 0. The peptide sequence is PTKGANFPGL. (4) The peptide sequence is NLYDHALMSI. The MHC is HLA-A68:02 with pseudo-sequence HLA-A68:02. The binding affinity (normalized) is 0.601. (5) The peptide sequence is FRKAQIQGL. The binding affinity (normalized) is 0. The MHC is HLA-A01:01 with pseudo-sequence HLA-A01:01. (6) The peptide sequence is IFLLVLLDY. The MHC is HLA-A03:01 with pseudo-sequence HLA-A03:01. The binding affinity (normalized) is 0.337.